The task is: Predict the reaction yield, written as a fraction of the theoretical maximum amount of product (1.0 means a 100% yield; for example, 0.34 means a 34% yield).. This data is from Reaction yield outcomes from USPTO patents with 853,638 reactions. (1) The reactants are [CH3:1][C:2]([C:13]1[CH:18]=[CH:17][C:16]([N+:19]([O-])=O)=[CH:15][CH:14]=1)([CH3:12])[CH2:3][NH:4][C:5](=[O:11])[O:6][C:7]([CH3:10])([CH3:9])[CH3:8].C([O-])=O.[NH4+]. The catalyst is CCO.[Pd]. The product is [CH3:12][C:2]([C:13]1[CH:18]=[CH:17][C:16]([NH2:19])=[CH:15][CH:14]=1)([CH3:1])[CH2:3][NH:4][C:5](=[O:11])[O:6][C:7]([CH3:8])([CH3:9])[CH3:10]. The yield is 0.830. (2) The reactants are [Cl:1][C:2]1[C:3]([F:19])=[C:4]([CH:16]=[CH:17][CH:18]=1)[CH2:5][NH:6][C:7](=[NH:15])[CH:8](OCC)OCC.S(=O)(=O)(O)O. No catalyst specified. The product is [Cl:1][C:2]1[C:3]([F:19])=[C:4]2[C:16]([CH:8]=[C:7]([NH2:15])[N:6]=[CH:5]2)=[CH:17][CH:18]=1. The yield is 0.880. (3) The reactants are [CH3:1][O:2][C:3](=[O:34])[C:4]1[CH:9]=[CH:8][C:7]([CH2:10][N:11]2[CH:15]=[C:14]([C:16]3[CH:21]=[CH:20][C:19]([Cl:22])=[CH:18][C:17]=3[Cl:23])[N:13]=[C:12]2[C:24]2([C:27]3[CH:32]=[CH:31][C:30]([OH:33])=[CH:29][CH:28]=3)[CH2:26][CH2:25]2)=[CH:6][CH:5]=1.[F:35][C:36]([F:47])([F:46])[C:37]1[CH:38]=[C:39](B(O)O)[CH:40]=[CH:41][CH:42]=1. No catalyst specified. The product is [CH3:1][O:2][C:3](=[O:34])[C:4]1[CH:9]=[CH:8][C:7]([CH2:10][N:11]2[CH:15]=[C:14]([C:16]3[CH:21]=[CH:20][C:19]([Cl:22])=[CH:18][C:17]=3[Cl:23])[N:13]=[C:12]2[C:24]2([C:27]3[CH:28]=[CH:29][C:30]([O:33][C:41]4[CH:40]=[CH:39][CH:38]=[C:37]([C:36]([F:47])([F:46])[F:35])[CH:42]=4)=[CH:31][CH:32]=3)[CH2:25][CH2:26]2)=[CH:6][CH:5]=1. The yield is 0.120. (4) The reactants are [F:1][C:2]1[CH:3]=[C:4]([NH:10][S:11]([C:14]2[CH:19]=[CH:18][C:17]([O:20][CH3:21])=[CH:16][CH:15]=2)(=[O:13])=[O:12])[CH:5]=[CH:6][C:7]=1[O:8][CH3:9].Br[CH2:23][CH2:24][CH3:25]. No catalyst specified. The product is [F:1][C:2]1[CH:3]=[C:4]([N:10]([CH2:23][CH2:24][CH3:25])[S:11]([C:14]2[CH:19]=[CH:18][C:17]([O:20][CH3:21])=[CH:16][CH:15]=2)(=[O:12])=[O:13])[CH:5]=[CH:6][C:7]=1[O:8][CH3:9]. The yield is 0.950. (5) The reactants are [Br-].[H-].[Na+].[CH2:4]([O:6][C:7](=[O:16])[CH2:8][CH:9]1[CH2:14][CH2:13][CH2:12][CH2:11][C:10]1=O)[CH3:5].[CH3:17]N(C=O)C. No catalyst specified. The product is [CH2:4]([O:6][C:7](=[O:16])[CH2:8][CH:9]1[CH2:14][CH2:13][CH2:12][CH2:11][C:10]1=[CH2:17])[CH3:5]. The yield is 0.500. (6) The reactants are [CH:1]([C:4]1[CH:9]=[CH:8][C:7]([C:10]2[CH:15]=[CH:14][N+:13]([O-])=[CH:12][CH:11]=2)=[CH:6][CH:5]=1)([CH3:3])[CH3:2].P(Cl)(Cl)([Cl:19])=O. No catalyst specified. The product is [Cl:19][C:14]1[CH:15]=[C:10]([C:7]2[CH:8]=[CH:9][C:4]([CH:1]([CH3:3])[CH3:2])=[CH:5][CH:6]=2)[CH:11]=[CH:12][N:13]=1. The yield is 0.810. (7) The reactants are [NH2:1][CH2:2][C:3]1[CH:8]=[CH:7][C:6]([C:9]2[C:14]([CH3:15])=[CH:13][CH:12]=[C:11]([NH:16][C:17]([C:19]3([C:22]4[CH:30]=[CH:29][C:25]5[O:26][CH2:27][O:28][C:24]=5[CH:23]=4)[CH2:21][CH2:20]3)=[O:18])[CH:10]=2)=[CH:5][CH:4]=1.[C:31](Cl)(=[O:34])[CH2:32][CH3:33].CCN(CC)CC. The catalyst is ClCCl. The product is [O:26]1[C:25]2[CH:29]=[CH:30][C:22]([C:19]3([C:17]([NH:16][C:11]4[CH:10]=[C:9]([C:6]5[CH:5]=[CH:4][C:3]([CH2:2][NH:1][C:31](=[O:34])[CH2:32][CH3:33])=[CH:8][CH:7]=5)[C:14]([CH3:15])=[CH:13][CH:12]=4)=[O:18])[CH2:20][CH2:21]3)=[CH:23][C:24]=2[O:28][CH2:27]1. The yield is 0.280. (8) The product is [CH3:1][C:2]1([CH3:16])[O:15][C:6]2=[C:7]([CH3:14])[N:8]=[CH:9][C:10]([CH2:11][CH2:12][NH:13][CH2:17][C:19]3[CH:26]=[CH:25][C:22]([C:23]#[N:24])=[CH:21][CH:20]=3)=[C:5]2[CH2:4][O:3]1. The yield is 0.470. No catalyst specified. The reactants are [CH3:1][C:2]1([CH3:16])[O:15][C:6]2=[C:7]([CH3:14])[N:8]=[CH:9][C:10]([CH2:11][CH2:12][NH2:13])=[C:5]2[CH2:4][O:3]1.[CH:17]([C:19]1[CH:26]=[CH:25][C:22]([C:23]#[N:24])=[CH:21][CH:20]=1)=O. (9) The reactants are [F:1][CH:2]([F:12])[O:3][C:4]1[CH:11]=[CH:10][C:7]([CH:8]=[O:9])=[CH:6][CH:5]=1.[CH:13]([Mg]Cl)([CH3:15])[CH3:14]. The catalyst is C1COCC1. The product is [F:1][CH:2]([F:12])[O:3][C:4]1[CH:5]=[CH:6][C:7]([CH:8]([OH:9])[CH:13]([CH3:15])[CH3:14])=[CH:10][CH:11]=1. The yield is 0.450. (10) The reactants are [F:1][C:2]1[CH:9]=[CH:8][C:7]([OH:10])=[CH:6][C:3]=1[CH:4]=[O:5].[BH4-].[Na+]. The catalyst is CO. The product is [F:1][C:2]1[CH:9]=[CH:8][C:7]([OH:10])=[CH:6][C:3]=1[CH2:4][OH:5]. The yield is 0.950.